The task is: Predict which catalyst facilitates the given reaction.. This data is from Catalyst prediction with 721,799 reactions and 888 catalyst types from USPTO. (1) Reactant: Br[C:2]1[CH:7]=[CH:6][C:5](/[CH:8]=[CH:9]/[C@H:10]2[O:19][C@H:13]3[O:14][C:15]([CH3:18])([CH3:17])[O:16][C@H:12]3[C@H:11]2[CH2:20][CH2:21][N:22]2[C:30](=[O:31])[C:29]3[C:24](=[CH:25][CH:26]=[CH:27][CH:28]=3)[C:23]2=[O:32])=[CH:4][CH:3]=1.[F:33][C:34]1[CH:35]=[C:36](B(O)O)[CH:37]=[C:38]([F:40])[CH:39]=1.C(=O)([O-])[O-].[K+].[K+]. Product: [F:33][C:34]1[CH:35]=[C:36]([C:2]2[CH:3]=[CH:4][C:5](/[CH:8]=[CH:9]/[C@H:10]3[O:19][C@H:13]4[O:14][C:15]([CH3:17])([CH3:18])[O:16][C@H:12]4[C@H:11]3[CH2:20][CH2:21][N:22]3[C:30](=[O:31])[C:29]4[C:24](=[CH:25][CH:26]=[CH:27][CH:28]=4)[C:23]3=[O:32])=[CH:6][CH:7]=2)[CH:37]=[C:38]([F:40])[CH:39]=1. The catalyst class is: 73. (2) The catalyst class is: 64. Product: [CH3:27][C:5]1[C:4]([C:1]([NH2:2])=[O:3])=[N:9][C:8]([C:10]2[CH:11]=[CH:12][C:13]([C@H:16]3[CH2:17][CH2:18][C@H:19]([CH2:22][C:23]([NH:43][S:40]([CH3:39])(=[O:42])=[O:41])=[O:24])[CH2:20][CH2:21]3)=[CH:14][CH:15]=2)=[C:7]([CH3:26])[N:6]=1. Reactant: [C:1]([C:4]1[N:9]=[C:8]([C:10]2[CH:15]=[CH:14][C:13]([C@H:16]3[CH2:21][CH2:20][C@H:19]([CH2:22][C:23](O)=[O:24])[CH2:18][CH2:17]3)=[CH:12][CH:11]=2)[C:7]([CH3:26])=[N:6][C:5]=1[CH3:27])(=[O:3])[NH2:2].CCN=C=NCCCN(C)C.[CH3:39][S:40]([NH2:43])(=[O:42])=[O:41]. (3) Reactant: [C:1](Cl)(=[O:3])[CH3:2].[Cl:5][C:6]1[CH:14]=[CH:13][C:9]([CH:10]([NH2:12])[CH3:11])=[CH:8][C:7]=1[N+:15]([O-:17])=[O:16].C([O-])(O)=O.[Na+]. Product: [Cl:5][C:6]1[CH:14]=[CH:13][C:9]([CH:10]([NH:12][C:1](=[O:3])[CH3:2])[CH3:11])=[CH:8][C:7]=1[N+:15]([O-:17])=[O:16]. The catalyst class is: 1. (4) Reactant: [CH2:1]([C:8]1([N:15]([CH3:17])[CH3:16])[CH2:13][CH2:12][C:11](=O)[CH2:10][CH2:9]1)[C:2]1[CH:7]=[CH:6][CH:5]=[CH:4][CH:3]=1.[CH2:18]([NH2:20])[CH3:19].C(O)(=O)C.[OH-].[Na+]. Product: [CH2:1]([C:8]1([N:15]([CH3:17])[CH3:16])[CH2:13][CH2:12][CH:11]([NH:20][CH2:18][CH3:19])[CH2:10][CH2:9]1)[C:2]1[CH:7]=[CH:6][CH:5]=[CH:4][CH:3]=1. The catalyst class is: 7. (5) Reactant: [CH3:1][S:2][C:3]1[C:4]2[C:5]([C:12]3[CH:17]=[CH:16][C:15]([Cl:18])=[CH:14][CH:13]=3)=[CH:6][NH:7][C:8]=2[CH:9]=[CH:10][CH:11]=1.C1C(=O)N([Br:26])C(=O)C1. Product: [CH3:1][S:2][C:3]1[C:4]2[C:5]([C:12]3[CH:13]=[CH:14][C:15]([Cl:18])=[CH:16][CH:17]=3)=[C:6]([Br:26])[NH:7][C:8]=2[CH:9]=[CH:10][CH:11]=1. The catalyst class is: 53. (6) Reactant: [Cl:1][C:2]1[CH:3]=[C:4]([S:9]([N:12]2[CH2:41][CH2:40][CH2:39][C@H:13]2[C:14]([NH:16][C@@H:17]([CH2:22][CH2:23][C:24](=[O:38])[N:25]2[CH2:30][CH2:29][CH:28]([CH2:31][N:32]3[CH2:36][CH2:35][O:34][C:33]3=[O:37])[CH2:27][CH2:26]2)[C:18]([O:20]C)=[O:19])=[O:15])(=[O:11])=[O:10])[CH:5]=[C:6]([Cl:8])[CH:7]=1.O[Li].O. Product: [Cl:8][C:6]1[CH:5]=[C:4]([S:9]([N:12]2[CH2:41][CH2:40][CH2:39][C@H:13]2[C:14]([NH:16][C@@H:17]([CH2:22][CH2:23][C:24](=[O:38])[N:25]2[CH2:26][CH2:27][CH:28]([CH2:31][N:32]3[CH2:36][CH2:35][O:34][C:33]3=[O:37])[CH2:29][CH2:30]2)[C:18]([OH:20])=[O:19])=[O:15])(=[O:10])=[O:11])[CH:3]=[C:2]([Cl:1])[CH:7]=1. The catalyst class is: 20.